Dataset: NCI-60 drug combinations with 297,098 pairs across 59 cell lines. Task: Regression. Given two drug SMILES strings and cell line genomic features, predict the synergy score measuring deviation from expected non-interaction effect. Drug 1: CN(C)N=NC1=C(NC=N1)C(=O)N. Drug 2: C1C(C(OC1N2C=C(C(=O)NC2=O)F)CO)O. Cell line: NCIH23. Synergy scores: CSS=26.0, Synergy_ZIP=-8.52, Synergy_Bliss=-3.90, Synergy_Loewe=-24.0, Synergy_HSA=-3.04.